Dataset: Forward reaction prediction with 1.9M reactions from USPTO patents (1976-2016). Task: Predict the product of the given reaction. (1) Given the reactants [Cl:1][C:2]1[CH:12]=[C:11]([O:13]CC2C=CC=CC=2)[CH:10]=[C:9]([Cl:21])[C:3]=1[O:4][CH2:5][CH2:6][CH2:7][OH:8].[H][H], predict the reaction product. The product is: [Cl:1][C:2]1[CH:12]=[C:11]([OH:13])[CH:10]=[C:9]([Cl:21])[C:3]=1[O:4][CH2:5][CH2:6][CH2:7][OH:8]. (2) Given the reactants [CH2:1]([O:3][C:4](=[O:12])[CH:5]([OH:11])[C:6]1[S:7][CH:8]=[CH:9][CH:10]=1)[CH3:2].CCN(C(C)C)C(C)C.[CH3:22][S:23](Cl)(=[O:25])=[O:24], predict the reaction product. The product is: [CH3:22][S:23]([O:11][CH:5]([C:6]1[S:7][CH:8]=[CH:9][CH:10]=1)[C:4]([O:3][CH2:1][CH3:2])=[O:12])(=[O:25])=[O:24]. (3) Given the reactants Br.[CH3:2][C@H:3]1[CH2:7][CH2:6][CH2:5][NH:4]1.CS(O[CH2:13][CH2:14][C:15]1[O:16][C:17]2[CH:23]=[CH:22][C:21]([C:24]3[CH:29]=[CH:28][C:27]([C:30]([N:32]4[CH2:37][CH2:36][O:35][CH2:34][CH2:33]4)=[O:31])=[CH:26][N:25]=3)=[CH:20][C:18]=2[CH:19]=1)(=O)=O, predict the reaction product. The product is: [CH3:2][C@H:3]1[CH2:7][CH2:6][CH2:5][N:4]1[CH2:13][CH2:14][C:15]1[O:16][C:17]2[CH:23]=[CH:22][C:21]([C:24]3[N:25]=[CH:26][C:27]([C:30]([N:32]4[CH2:37][CH2:36][O:35][CH2:34][CH2:33]4)=[O:31])=[CH:28][CH:29]=3)=[CH:20][C:18]=2[CH:19]=1. (4) Given the reactants [CH2:1]1[C:10]2[C:5](=[CH:6][CH:7]=[C:8]([C:11]([O:13]C)=[O:12])[CH:9]=2)[CH2:4][CH2:3][N:2]1[C:15]([O:17][C:18]([CH3:21])([CH3:20])[CH3:19])=[O:16].[Li+].[OH-].O, predict the reaction product. The product is: [C:18]([O:17][C:15]([N:2]1[CH2:3][CH2:4][C:5]2[C:10](=[CH:9][C:8]([C:11]([OH:13])=[O:12])=[CH:7][CH:6]=2)[CH2:1]1)=[O:16])([CH3:21])([CH3:19])[CH3:20].